Task: Regression. Given a target protein amino acid sequence and a drug SMILES string, predict the binding affinity score between them. We predict pIC50 (pIC50 = -log10(IC50 in M); higher means more potent). Dataset: bindingdb_ic50.. Dataset: Drug-target binding data from BindingDB using IC50 measurements (1) The drug is O=C(O)c1ccc(/C=N/OCc2ccc(-c3cccc(C(F)(F)P(=O)(O)O)c3)cc2)o1. The target protein (O95147) has sequence MSSRGHSTLPRTLMAPRMISEGDIGGIAQITSSLFLGRGSVASNRHLLQARGITCIVNATIEIPNFNWPQFEYVKVPLADMPHAPIGLYFDTVADKIHSVSRKHGATLVHCAAGVSRSATLCIAYLMKFHNVCLLEAYNWVKARRPVIRPNVGFWRQLIDYERQLFGKSTVKMVQTPYGIVPDVYEKESRHLMPYWGI. The pIC50 is 3.4. (2) The pIC50 is 4.8. The target protein (Q9R0C9) has sequence MPWAVGRRWAWITLFLTIVAVLIQAVWLWLGTQSFVFQREEIAQLARQYAGLDHELAFSRLIVELRRLHPGHVLPDEELQWVFVNAGGWMGAMCLLHASLSEYVLLFGTALGSHGHSGRYWAEISDTIISGTFHQWREGTTKSEVYYPGETVVHGPGEATAVEWGPNTWMVEYGRGVIPSTLAFALSDTIFSTQDFLTLFYTLRAYARGLRLELTTYLFGQDP. The drug is CC1Cc2ccccc2C(C)N1. (3) The small molecule is O=C(CC(S)C(F)(F)F)NC(Cc1ccccc1)C(=O)NC(Cc1ccc(O)cc1)C(=O)O. The target protein sequence is PKPKKKQRWTPLEISLEVLVLVLVI. The pIC50 is 6.4. (4) The target protein sequence is MSVGAGKEGVGRAVGLRGSRGCQAVEEDPFLDCGAQAPGQGGGGRWRLPQPAWVDGRALHSREQATCTGCMDLQASLLSTGPNASNISDGQDNFTLAGPPPRTRSVSYINIIMPSVFGTICLLGIVGNSTVIFAVVKKSKLHWCSNVPDIFIINLSVVDLLFLLGMPFMIHQLMGNGVWHFGETMCTLITAMDANSQFTSTYILTAMAIDRYLATVHPISSTKFRKPSMATLVICLLWALSFISITPVWLYARLIPFPGGAVGCGIRLPNPDTDLYWFTLYQFFLAFALPFVVITAAYVKILQRMTSSVAPASQRSIRLRTKRVTRTAIAICLVFFVCWAPYYVLQLTQLSISRPTLTFVYLYNAAISLGYANSCLNPFVYIVLCETFRKRLVLSVKPAAQGQLRTVSNAQTADEERTESKGT. The compound is COc1cccc(C(=O)NC2CCN(C/C=C/c3ccccc3)CC2)c1. The pIC50 is 7.3. (5) The compound is CS/C(Nc1ccccc1C(F)(F)F)=C(/C#N)S(=O)(=O)c1ccccc1. The target protein (P9WMK9) has sequence MSDEDRTDRATEDHTIFDRGVGQRDQLQRLWTPYRMNYLAEAPVKRDPNSSASPAQPFTEIPQLSDEEGLVVARGKLVYAVLNLYPYNPGHLMVVPYRRVSELEDLTDLESAELMAFTQKAIRVIKNVSRPHGFNVGLNLGTSAGGSLAEHLHVHVVPRWGGDANFITIIGGSKVIPQLLRDTRRLLATEWARQP. The pIC50 is 4.0. (6) The compound is O=C1C(=O)N(CCCO)C(c2ccc(Br)cc2)C1C(=O)c1ccc(Br)cc1. The target protein (P54829) has sequence MNYEGARSERENHAADDSEGGALDMCCSERLPGLPQPIVMEALDEAEGLQDSQREMPPPPPPSPPSDPAQKPPPRGAGSHSLTVRSSLCLFAASQFLLACGVLWFSGYGHIWSQNATNLVSSLLTLLKQLEPTAWLDSGTWGVPSLLLVFLSVGLVLVTTLVWHLLRTPPEPPTPLPPEDRRQSVSRQPSFTYSEWMEEKIEDDFLDLDPVPETPVFDCVMDIKPEADPTSLTVKSMGLQERRGSNVSLTLDMCTPGCNEEGFGYLMSPREESAREYLLSASRVLQAEELHEKALDPFLLQAEFFEIPMNFVDPKEYDIPGLVRKNRYKTILPNPHSRVCLTSPDPDDPLSSYINANYIRGYGGEEKVYIATQGPIVSTVADFWRMVWQEHTPIIVMITNIEEMNEKCTEYWPEEQVAYDGVEITVQKVIHTEDYRLRLISLKSGTEERGLKHYWFTSWPDQKTPDRAPPLLHLVREVEEAAQQEGPHCAPIIVHCSAGI.... The pIC50 is 4.4.